This data is from Forward reaction prediction with 1.9M reactions from USPTO patents (1976-2016). The task is: Predict the product of the given reaction. (1) The product is: [CH3:29][C:23]1[C:24]([CH3:28])=[CH:25][CH:26]=[CH:27][C:22]=1[C:21]1[C:15]2[O:14][CH:13]([CH2:12][NH2:30])[CH2:17][C:16]=2[CH:18]=[CH:19][CH:20]=1. Given the reactants CC1C=CC(S(O[CH2:12][CH:13]2[CH2:17][C:16]3[CH:18]=[CH:19][CH:20]=[C:21]([C:22]4[CH:27]=[CH:26][CH:25]=[C:24]([CH3:28])[C:23]=4[CH3:29])[C:15]=3[O:14]2)(=O)=O)=CC=1.[N-:30]=[N+]=[N-].[Na+].N(CC1CC2C=CCC(C3C=CC=C(Cl)C=3Cl)(N)C=2O1)=[N+]=[N-].C1(P(C2C=CC=CC=2)C2C=CC=CC=2)C=CC=CC=1.Cl, predict the reaction product. (2) The product is: [ClH:1].[NH2:24][CH2:23][CH:20]1[CH2:19][CH2:18][CH:17]([C:15]([NH:14][CH2:13][CH2:12][O:11][CH2:10][CH2:9][O:8][CH2:7][CH2:6][CH2:5][CH2:4][CH2:3][CH2:2][Cl:1])=[O:16])[CH2:22][CH2:21]1. Given the reactants [Cl:1][CH2:2][CH2:3][CH2:4][CH2:5][CH2:6][CH2:7][O:8][CH2:9][CH2:10][O:11][CH2:12][CH2:13][NH:14][C:15]([CH:17]1[CH2:22][CH2:21][CH:20]([CH2:23][NH:24]C(=O)OC(C)(C)C)[CH2:19][CH2:18]1)=[O:16].Cl.O1CCOCC1, predict the reaction product. (3) Given the reactants [CH2:1]([NH:8][CH:9](O)[CH3:10])[C:2]1[CH:7]=[CH:6][CH:5]=[CH:4][CH:3]=1.[CH:12]1[N:17]=[C:16](Cl)[C:15]2[N:19]=[CH:20][N:21]([C@@H:22]3[O:26][C@H:25]([CH2:27][OH:28])[C@@H:24]([OH:29])[C@H:23]3[OH:30])[C:14]=2[N:13]=1.CC[OH:33], predict the reaction product. The product is: [OH:33][CH2:10][CH2:9][N:8]([CH2:1][C:2]1[CH:7]=[CH:6][CH:5]=[CH:4][CH:3]=1)[C:16]1[C:15]2[N:19]=[CH:20][N:21]([C:14]=2[N:13]=[CH:12][N:17]=1)[C@@H:22]1[O:26][C@H:25]([CH2:27][OH:28])[C@@H:24]([OH:29])[C@H:23]1[OH:30]. (4) The product is: [NH2:1][C@H:2]([C:8]([O-:10])=[O:9])[CH2:3][CH2:4][C:5]([O-:7])=[O:6].[Ca+2:39]. Given the reactants [NH2:1][C@H:2]([C:8]([O-:10])=[O:9])[CH2:3][CH2:4][C:5]([O-:7])=[O:6].[Sr+2].N[C@H](C([O-])=O)CCC([O-])=O.[Na+].[Na+].O.[Na+].N[C@H](C([O-])=O)CCC(O)=O.O.O.[Cl-].[Ca+2:39].[Cl-], predict the reaction product. (5) Given the reactants [C:1](Cl)(=[O:17])[CH2:2][CH2:3][CH2:4][CH2:5][CH2:6][CH2:7][CH2:8]/[CH:9]=[CH:10]\[CH2:11][CH2:12][CH2:13][CH2:14][CH2:15][CH3:16].[NH2:19][C@H:20]([C:25]([OH:27])=[O:26])[C@H:21]([CH2:23][CH3:24])[CH3:22].N1C=CC=CC=1.C(=O)=O, predict the reaction product. The product is: [C:1]([NH:19][CH:20]([CH:21]([CH3:22])[CH2:23][CH3:24])[C:25]([OH:27])=[O:26])(=[O:17])[CH2:2][CH2:3][CH2:4][CH2:5][CH2:6][CH2:7][CH2:8]/[CH:9]=[CH:10]\[CH2:11][CH2:12][CH2:13][CH2:14][CH2:15][CH3:16]. (6) Given the reactants [H-].[Al+3].[Li+].[H-].[H-].[H-].[CH3:7][O:8][CH2:9][O:10][C:11]1[CH:12]=[C:13]([CH:18]=[C:19]([O:21][CH2:22][O:23][CH3:24])[CH:20]=1)[C:14](OC)=[O:15].O, predict the reaction product. The product is: [CH3:24][O:23][CH2:22][O:21][C:19]1[CH:18]=[C:13]([CH:12]=[C:11]([O:10][CH2:9][O:8][CH3:7])[CH:20]=1)[CH2:14][OH:15]. (7) Given the reactants [Cl:1][C:2]1[CH:3]=[C:4]([C:9]2[N:14]=[C:13]([N:15]3[CH2:19][CH2:18][CH2:17][CH:16]3[CH3:20])[N:12]=[C:11]([N:21]3[CH2:26][CH2:25][N:24]([C:27]4[N:32]=[CH:31][C:30]([NH2:33])=[CH:29][C:28]=4[CH3:34])[CH2:23][CH2:22]3)[CH:10]=2)[CH:5]=[CH:6][C:7]=1[F:8].[CH3:35][S:36](O[S:36]([CH3:35])(=[O:38])=[O:37])(=[O:38])=[O:37], predict the reaction product. The product is: [Cl:1][C:2]1[CH:3]=[C:4]([C:9]2[N:14]=[C:13]([N:15]3[CH2:19][CH2:18][CH2:17][CH:16]3[CH3:20])[N:12]=[C:11]([N:21]3[CH2:22][CH2:23][N:24]([C:27]4[N:32]=[CH:31][C:30]([NH:33][S:36]([CH3:35])(=[O:38])=[O:37])=[CH:29][C:28]=4[CH3:34])[CH2:25][CH2:26]3)[CH:10]=2)[CH:5]=[CH:6][C:7]=1[F:8].